From a dataset of Peptide-MHC class I binding affinity with 185,985 pairs from IEDB/IMGT. Regression. Given a peptide amino acid sequence and an MHC pseudo amino acid sequence, predict their binding affinity value. This is MHC class I binding data. (1) The peptide sequence is NTKSDNIINI. The MHC is HLA-A02:02 with pseudo-sequence HLA-A02:02. The binding affinity (normalized) is 0.0447. (2) The peptide sequence is KSLFNTIAVLY. The MHC is HLA-A26:02 with pseudo-sequence HLA-A26:02. The binding affinity (normalized) is 0.352. (3) The peptide sequence is RPDTRHLRVL. The MHC is H-2-Dd with pseudo-sequence H-2-Dd. The binding affinity (normalized) is 0. (4) The peptide sequence is ISNNHIISK. The MHC is HLA-B15:17 with pseudo-sequence HLA-B15:17. The binding affinity (normalized) is 0.0847. (5) The peptide sequence is VFKGFSDKVR. The MHC is HLA-A33:01 with pseudo-sequence HLA-A33:01. The binding affinity (normalized) is 0.369. (6) The peptide sequence is RLQLIMPARF. The MHC is Patr-A0701 with pseudo-sequence Patr-A0701. The binding affinity (normalized) is 0.0459. (7) The peptide sequence is RIIDSEVVV. The MHC is HLA-A02:01 with pseudo-sequence HLA-A02:01. The binding affinity (normalized) is 0.581. (8) The peptide sequence is MSDIFASEV. The MHC is HLA-B15:09 with pseudo-sequence HLA-B15:09. The binding affinity (normalized) is 0.264. (9) The peptide sequence is SSARYDVAL. The MHC is HLA-B46:01 with pseudo-sequence HLA-B46:01. The binding affinity (normalized) is 0.0847. (10) The peptide sequence is RPMTFKAAV. The MHC is HLA-B35:03 with pseudo-sequence HLA-B35:03. The binding affinity (normalized) is 0.